From a dataset of Catalyst prediction with 721,799 reactions and 888 catalyst types from USPTO. Predict which catalyst facilitates the given reaction. (1) Reactant: F[C:2]1[CH:3]=[C:4]([O:11][CH3:12])[CH:5]=[CH:6][C:7]=1[N+:8]([O-:10])=[O:9].[NH2:13][C:14]1[CH:19]=[CH:18][CH:17]=[CH:16][CH:15]=1. Product: [CH3:12][O:11][C:4]1[CH:5]=[CH:6][C:7]([N+:8]([O-:10])=[O:9])=[C:2]([N:13]([C:2]2[CH:3]=[CH:4][CH:5]=[CH:6][CH:7]=2)[C:14]2[CH:19]=[CH:18][CH:17]=[CH:16][CH:15]=2)[CH:3]=1. The catalyst class is: 13. (2) Reactant: [C:1](=O)([O-])[O-].[Na+].[Na+].[Br:7][C:8]1[CH:40]=[CH:39][C:11]([CH2:12][O:13][C:14]2[CH:19]=[CH:18][C:17]([O:20][C:21]([F:24])([F:23])[F:22])=[CH:16][C:15]=2[CH2:25][CH2:26][NH:27][CH2:28][C:29]2[CH:38]=[CH:37][C:32]([C:33]([O:35][CH3:36])=[O:34])=[CH:31][CH:30]=2)=[CH:10][CH:9]=1.Br[CH2:42][CH2:43][CH2:44][CH2:45][C:46]([O:48][CH3:49])=[O:47]. Product: [Br:7][C:8]1[CH:9]=[CH:10][C:11]([CH2:12][O:13][C:14]2[CH:19]=[CH:18][C:17]([O:20][C:21]([F:24])([F:22])[F:23])=[CH:16][C:15]=2[CH2:25][CH2:26][N:27]([CH2:28][C:29]2[CH:30]=[CH:31][C:32]([C:33]([O:35][CH3:36])=[O:34])=[CH:37][CH:38]=2)[CH2:42][CH2:43][CH2:44][CH2:45][C:46]([O:48][CH2:49][CH3:1])=[O:47])=[CH:39][CH:40]=1. The catalyst class is: 10. (3) Reactant: [C:1]([NH:11][C@H:12]([C:16]([NH:18][CH:19]([C:24](=[O:27])[CH2:25][F:26])[CH2:20][C:21]([OH:23])=O)=[O:17])[CH:13]([CH3:15])[CH3:14])([O:3][CH2:4][C:5]1[CH:10]=[CH:9][CH:8]=[CH:7][CH:6]=1)=[O:2].[CH3:28][NH:29][CH3:30].CCN=C=NCCCN(C)C.C1C=CC2N(O)N=NC=2C=1. Product: [CH3:28][N:29]([CH3:30])[C:21](=[O:23])[CH2:20][CH:19]([NH:18][C:16](=[O:17])[C@H:12]([CH:13]([CH3:14])[CH3:15])[NH:11][C:1]([O:3][CH2:4][C:5]1[CH:6]=[CH:7][CH:8]=[CH:9][CH:10]=1)=[O:2])[C:24](=[O:27])[CH2:25][F:26]. The catalyst class is: 56. (4) Reactant: [CH2:1]=CN1C(=O)CCC1.COC(=O)C(S(O)(=O)=O)CCCCCCCCCC.[Na].C[C:30]1[C:35]([Cl:36])=[C:34]([CH3:37])[CH:33]=[C:32]([OH:38])[CH:31]=1. Product: [Cl:36][C:35]1[CH:30]=[CH:31][C:32]([OH:38])([CH3:1])[CH2:33][C:34]=1[CH3:37]. The catalyst class is: 6. (5) Reactant: [N:1]1([CH2:6][C:7]2[O:11][N:10]=[C:9]([C:12]3[CH:17]=[CH:16][C:15]([OH:18])=[CH:14][CH:13]=3)[CH:8]=2)[CH:5]=[CH:4][N:3]=[CH:2]1.C(=O)([O-])[O-].[K+].[K+].[F:25][C:26]1[CH:27]=[C:28]([CH:31]=[CH:32][CH:33]=1)[CH2:29]Br. Product: [F:25][C:26]1[CH:27]=[C:28]([CH:31]=[CH:32][CH:33]=1)[CH2:29][O:18][C:15]1[CH:16]=[CH:17][C:12]([C:9]2[CH:8]=[C:7]([CH2:6][N:1]3[CH:5]=[CH:4][N:3]=[CH:2]3)[O:11][N:10]=2)=[CH:13][CH:14]=1. The catalyst class is: 3. (6) Reactant: [C:1]([O:4][CH2:5]Br)(=[O:3])[CH3:2].[CH2:7]([O:14][C:15]1[CH:20]=[CH:19][C:18]([CH2:21][CH2:22][CH:23]([CH2:27][CH2:28][CH2:29][C:30]2[CH:35]=[CH:34][CH:33]=[CH:32][CH:31]=2)[C:24]([OH:26])=[O:25])=[CH:17][CH:16]=1)[C:8]1[CH:13]=[CH:12][CH:11]=[CH:10][CH:9]=1.CCN(C(C)C)C(C)C. Product: [CH2:7]([O:14][C:15]1[CH:20]=[CH:19][C:18]([CH2:21][CH2:22][CH:23]([CH2:27][CH2:28][CH2:29][C:30]2[CH:31]=[CH:32][CH:33]=[CH:34][CH:35]=2)[C:24]([O:26][CH2:5][O:4][C:1](=[O:3])[CH3:2])=[O:25])=[CH:17][CH:16]=1)[C:8]1[CH:9]=[CH:10][CH:11]=[CH:12][CH:13]=1. The catalyst class is: 23.